The task is: Predict the reactants needed to synthesize the given product.. This data is from Full USPTO retrosynthesis dataset with 1.9M reactions from patents (1976-2016). (1) Given the product [CH:1]1([S:4]([C:7]2[CH:8]=[CH:9][C:10]([CH:13]([O:17][C@@H:18]3[CH2:22][CH2:21][O:20][CH2:19]3)[C:14]([NH:23][C:24]3[S:25][C:26]([O:29][C:30]4[CH:31]=[CH:32][C:33]([CH3:40])=[C:34]([CH:39]=4)[C:35]([O:37][CH3:38])=[O:36])=[CH:27][N:28]=3)=[O:16])=[CH:11][CH:12]=2)(=[O:6])=[O:5])[CH2:2][CH2:3]1, predict the reactants needed to synthesize it. The reactants are: [CH:1]1([S:4]([C:7]2[CH:12]=[CH:11][C:10]([CH:13]([O:17][C@@H:18]3[CH2:22][CH2:21][O:20][CH2:19]3)[C:14]([OH:16])=O)=[CH:9][CH:8]=2)(=[O:6])=[O:5])[CH2:3][CH2:2]1.[NH2:23][C:24]1[S:25][C:26]([O:29][C:30]2[CH:31]=[CH:32][C:33]([CH3:40])=[C:34]([CH:39]=2)[C:35]([O:37][CH3:38])=[O:36])=[CH:27][N:28]=1.C1C=CC2N(O)N=NC=2C=1.CCN=C=NCCCN(C)C.CN1CCOCC1. (2) Given the product [CH2:1]([O:8][N:9]=[C:10]1[CH2:14][N:13]([C:15](=[O:17])[CH2:32][O:25][C:26]2[CH:27]=[CH:28][CH:29]=[CH:30][CH:31]=2)[C@H:12]([C:22]([NH:47][CH2:46][C:36]2[C:45]3[C:40](=[CH:41][CH:42]=[CH:43][CH:44]=3)[CH:39]=[CH:38][CH:37]=2)=[O:24])[CH2:11]1)[C:2]1[CH:3]=[CH:4][CH:5]=[CH:6][CH:7]=1, predict the reactants needed to synthesize it. The reactants are: [CH2:1]([O:8][N:9]=[C:10]1[CH2:14][N:13]([C:15]([O:17]C(C)(C)C)=O)[C@H:12]([C:22]([OH:24])=O)[CH2:11]1)[C:2]1[CH:7]=[CH:6][CH:5]=[CH:4][CH:3]=1.[O:25]([CH2:32]C(Cl)=O)[C:26]1[CH:31]=[CH:30][CH:29]=[CH:28][CH:27]=1.[C:36]1([CH2:46][NH2:47])[C:45]2[C:40](=[CH:41][CH:42]=[CH:43][CH:44]=2)[CH:39]=[CH:38][CH:37]=1.